From a dataset of Full USPTO retrosynthesis dataset with 1.9M reactions from patents (1976-2016). Predict the reactants needed to synthesize the given product. (1) Given the product [CH2:10]([O:9][C:7]([C:3]1([C:12]([OH:14])=[O:13])[CH2:4][CH2:5][CH2:6]1)=[O:8])[CH3:11], predict the reactants needed to synthesize it. The reactants are: [OH-].[K+].[C:3]1([C:12]([O:14]CC)=[O:13])([C:7]([O:9][CH2:10][CH3:11])=[O:8])[CH2:6][CH2:5][CH2:4]1.Cl. (2) Given the product [CH3:20][C:17](=[CH:16][CH:15]=[CH:14][C:13]([CH3:21])=[CH:12][CH:11]=[CH:10][CH:9]=[C:8]([CH3:22])[CH:7]=[CH:6][CH:5]=[C:2]([CH3:1])[CH:3]=[O:4])[CH:18]=[O:19], predict the reactants needed to synthesize it. The reactants are: [CH3:1][C:2](=[CH:5][CH:6]=[CH:7][C:8]([CH3:22])=[CH:9][CH:10]=[CH:11][CH:12]=[C:13]([CH3:21])[CH:14]=[CH:15][CH:16]=[C:17]([CH3:20])[CH2:18][OH:19])[CH2:3][OH:4]. (3) Given the product [C:11]1([C:33]2[CH:38]=[CH:37][CH:36]=[CH:35][CH:34]=2)[CH:12]=[CH:13][C:14]([CH2:17][C@H:18]2[N:22](/[CH:23]=[CH:43]/[C:39]3[CH:40]=[CH:55][CH:54]=[CH:53][CH:52]=3)[C:45](=[O:48])[C:20](=[CH2:21])[CH2:19]2)=[CH:15][CH:16]=1, predict the reactants needed to synthesize it. The reactants are: [Li+].C[Si]([N-][Si](C)(C)C)(C)C.[C:11]1([C:33]2[CH:38]=[CH:37][CH:36]=[CH:35][CH:34]=2)[CH:16]=[CH:15][C:14]([CH2:17][C@H:18]2[N:22]([CH2:23]C3C=CC(OC)=CC=3)[C:21](=O)[CH2:20][CH2:19]2)=[CH:13][CH:12]=1.[C:39](Cl)(=O)[CH3:40].[CH2:43]=O.[C:45]([O-:48])([O-])=O.[K+].[K+].O1[CH2:55][CH2:54][CH2:53][CH2:52]1. (4) Given the product [CH3:5][N:6]1[C@@H:1]2[CH2:23][C:11]3=[CH:12][CH:13]=[C:14]([OH:26])[C:15]4[O:16][C@H:17]5[C:18]([CH2:19][CH2:20][C@:2]2([OH:4])[C@:9]5([C:10]=43)[CH2:8][CH2:7]1)=[O:24], predict the reactants needed to synthesize it. The reactants are: [CH3:1][C:2]([OH:4])=O.[CH3:5][N:6]1[C@@H]2[CH2:23][C:11]3[CH:12]=[CH:13][C:14]([OH:26])=[C:15]4[O:16][C@H:17]5[C:18]([O:24]C)=[CH:19][CH:20]=C2[C@:9]5([C:10]=34)[CH2:8][CH2:7]1.C(OO)(=O)C.OO.